From a dataset of Reaction yield outcomes from USPTO patents with 853,638 reactions. Predict the reaction yield, written as a fraction of the theoretical maximum amount of product (1.0 means a 100% yield; for example, 0.34 means a 34% yield). (1) The reactants are [CH:1]1([C:7]2[C:11]([CH:12]=O)=[CH:10][N:9]([C:14]3[CH:19]=[CH:18][C:17]([C:20]([F:23])([F:22])[F:21])=[CH:16][N:15]=3)[N:8]=2)[CH2:6][CH2:5][CH2:4][CH2:3][CH2:2]1.C(OP([CH2:32][C:33]([O:35][CH2:36][CH3:37])=[O:34])(OCC)=O)C.CN(C)C=O.[H-].[Na+]. The catalyst is O. The product is [CH:1]1([C:7]2[C:11](/[CH:12]=[CH:32]/[C:33]([O:35][CH2:36][CH3:37])=[O:34])=[CH:10][N:9]([C:14]3[CH:19]=[CH:18][C:17]([C:20]([F:21])([F:22])[F:23])=[CH:16][N:15]=3)[N:8]=2)[CH2:2][CH2:3][CH2:4][CH2:5][CH2:6]1. The yield is 0.960. (2) The reactants are C([NH:5][S:6]([C:9]1[CH:14]=[CH:13][C:12]([C:15]2[N:16]=[CH:17][N:18]([C:20]3[N:25]=[C:24]([C:26]([F:29])([F:28])[F:27])[CH:23]=[C:22]([C:30]4[CH:35]=[CH:34][C:33]([C:36]([F:39])([F:38])[F:37])=[CH:32][CH:31]=4)[N:21]=3)[CH:19]=2)=[CH:11][CH:10]=1)(=[O:8])=[O:7])(C)(C)C.C(O)(C(F)(F)F)=O. The catalyst is ClCCl. The product is [F:29][C:26]([F:27])([F:28])[C:24]1[CH:23]=[C:22]([C:30]2[CH:35]=[CH:34][C:33]([C:36]([F:39])([F:38])[F:37])=[CH:32][CH:31]=2)[N:21]=[C:20]([N:18]2[CH:19]=[C:15]([C:12]3[CH:13]=[CH:14][C:9]([S:6]([NH2:5])(=[O:8])=[O:7])=[CH:10][CH:11]=3)[N:16]=[CH:17]2)[N:25]=1. The yield is 0.0600. (3) The yield is 1.00. The reactants are [C:1]([C:3]1[CH:4]=[C:5]2[C:9](=[CH:10][CH:11]=1)[NH:8][C:7](=[O:12])[CH:6]2[C:13]1[CH:22]=[CH:21][C:20]2[CH2:19][N:18](C(OC(C)(C)C)=O)[CH2:17][CH2:16][C:15]=2[N:14]=1)#[N:2]. The catalyst is Cl.O1CCOCC1. The product is [O:12]=[C:7]1[CH:6]([C:13]2[CH:22]=[CH:21][C:20]3[CH2:19][NH:18][CH2:17][CH2:16][C:15]=3[N:14]=2)[C:5]2[C:9](=[CH:10][CH:11]=[C:3]([C:1]#[N:2])[CH:4]=2)[NH:8]1. (4) The reactants are [CH2:1]([N:3]1[C:7]([CH:8]=C(C)C)=[N:6][C:5]([N:12]2[CH2:16][CH2:15][CH2:14][CH2:13]2)=[N:4]1)[CH3:2].I([O-])(=O)(=O)=[O:18].[Na+]. The catalyst is [Cl-].C([N+](CC)(CC)CC)C1C=CC=CC=1.O1CCOCC1.O.C(OCC)(=O)C.[Os](=O)(=O)(=O)=O. The product is [CH2:1]([N:3]1[C:7]([CH:8]=[O:18])=[N:6][C:5]([N:12]2[CH2:16][CH2:15][CH2:14][CH2:13]2)=[N:4]1)[CH3:2]. The yield is 0.692. (5) The reactants are [Br:1][C:2]1[C:7]([F:8])=[CH:6][C:5]([F:9])=[CH:4][C:3]=1[OH:10].F[C:12]1[C:17](F)=[CH:16]C(B2OC(=O)CN(C)CC(=O)O2)=[C:14](O[C@H](CC=C)C)[CH:13]=1. No catalyst specified. The product is [Br:1][C:2]1[C:3]([O:10][C@H:17]([CH2:12][CH:13]=[CH2:14])[CH3:16])=[CH:4][C:5]([F:9])=[CH:6][C:7]=1[F:8]. The yield is 0.800. (6) The reactants are [CH3:1][O:2][C:3]1[CH:4]=[C:5]2[C:10](=[CH:11][C:12]=1[O:13][CH3:14])[N:9]=[CH:8][N:7]=[C:6]2[O:15][C:16]1[CH:22]=[CH:21][C:19]([NH2:20])=[CH:18][CH:17]=1.Cl[C:24](Cl)([O:26][C:27](=[O:33])OC(Cl)(Cl)Cl)Cl.[CH3:35][C:36](=C)[CH2:37]O.C(=O)(O)[O-].[Na+]. The catalyst is C(Cl)Cl.C(N(CC)CC)C.C1(C)C=CC=CC=1. The product is [CH3:1][O:2][C:3]1[CH:4]=[C:5]2[C:10](=[CH:11][C:12]=1[O:13][CH3:14])[N:9]=[CH:8][N:7]=[C:6]2[O:15][C:16]1[CH:22]=[CH:21][C:19]([NH:20][C:27](=[O:33])[O:26][CH2:24][C:36]([CH3:37])=[CH2:35])=[CH:18][CH:17]=1. The yield is 0.470. (7) The reactants are [C:1]([C:5]1[CH:6]=[C:7]2[C:11](=[C:12]([C:19]3[CH:24]=[CH:23][CH:22]=[CH:21][CH:20]=3)[C:13]=1[O:14][CH2:15][CH:16]([CH3:18])[CH3:17])[CH2:10][C:9]([CH3:25])=[CH:8]2)([CH3:4])([CH3:3])[CH3:2].C1(C)C=CC=CC=1.[Li]CCCC.[Cl:38][Si:39](Cl)([CH3:41])[CH3:40]. The catalyst is C1COCC1. The product is [C:1]([C:5]1[CH:6]=[C:7]2[C:11]([CH:10]=[C:9]([CH3:25])[CH:8]2[Si:39]([Cl:38])([CH3:41])[CH3:40])=[C:12]([C:19]2[CH:20]=[CH:21][CH:22]=[CH:23][CH:24]=2)[C:13]=1[O:14][CH2:15][CH:16]([CH3:18])[CH3:17])([CH3:2])([CH3:3])[CH3:4]. The yield is 0.990.